This data is from Catalyst prediction with 721,799 reactions and 888 catalyst types from USPTO. The task is: Predict which catalyst facilitates the given reaction. (1) Reactant: [CH:1]([C:3]1[CH:8]=[CH:7][C:6]([C:9]2[CH:14]=[CH:13][N:12]=[C:11]([C:15]([O:17][CH2:18]C)=[O:16])[CH:10]=2)=[CH:5][CH:4]=1)=O.[CH3:20]/C(/[O-])=C(/P(OC)(OC)=O)\[N+]#N.C([O-])([O-])=O.[K+].[K+]. Product: [C:1]([C:3]1[CH:4]=[CH:5][C:6]([C:9]2[CH:14]=[CH:13][N:12]=[C:11]([C:15]([O:17][CH3:18])=[O:16])[CH:10]=2)=[CH:7][CH:8]=1)#[CH:20]. The catalyst class is: 24. (2) Reactant: Cl[C:2]1[C:7]([N:8]([CH3:15])[C:9](=[O:14])[C:10]([CH3:13])([CH3:12])[CH3:11])=[CH:6][CH:5]=[C:4]([C:16]2[S:17][C:18]3[CH:24]=[C:23]([O:25][CH2:26][O:27][CH2:28][CH3:29])[CH:22]=[CH:21][C:19]=3[N:20]=2)[N:3]=1.[F-:30].[Cs+]. Product: [CH2:28]([O:27][CH2:26][O:25][C:23]1[CH:22]=[CH:21][C:19]2[N:20]=[C:16]([C:4]3[N:3]=[C:2]([F:30])[C:7]([N:8]([CH3:15])[C:9](=[O:14])[C:10]([CH3:13])([CH3:12])[CH3:11])=[CH:6][CH:5]=3)[S:17][C:18]=2[CH:24]=1)[CH3:29]. The catalyst class is: 3. (3) The catalyst class is: 65. Reactant: [CH3:1][O:2][C:3]1[CH:8]=[C:7]([CH3:9])[NH:6][C:5](=[O:10])[C:4]=1[CH2:11][NH:12][C:13]([C:15]1[C:23]2[C:18](=[N:19][CH:20]=[CH:21][CH:22]=2)[N:17]([CH:24]([C:26]2[CH:27]=[C:28]([CH:32]=[CH:33][CH:34]=2)[C:29]([OH:31])=[O:30])[CH3:25])[C:16]=1[CH3:35])=[O:14].[CH3:36]O. Product: [CH3:1][O:2][C:3]1[CH:8]=[C:7]([CH3:9])[NH:6][C:5](=[O:10])[C:4]=1[CH2:11][NH:12][C:13]([C:15]1[C:23]2[C:18](=[N:19][CH:20]=[CH:21][CH:22]=2)[N:17]([CH:24]([C:26]2[CH:27]=[C:28]([CH:32]=[CH:33][CH:34]=2)[C:29]([O:31][CH3:36])=[O:30])[CH3:25])[C:16]=1[CH3:35])=[O:14].